From a dataset of Forward reaction prediction with 1.9M reactions from USPTO patents (1976-2016). Predict the product of the given reaction. (1) Given the reactants Cl[C:2]1[S:3][C:4]([CH:8]2[O:12][CH2:11][CH2:10][O:9]2)=[C:5]([Cl:7])[N:6]=1.C([Li])CCC, predict the reaction product. The product is: [Cl:7][C:5]1[N:6]=[CH:2][S:3][C:4]=1[CH:8]1[O:12][CH2:11][CH2:10][O:9]1. (2) Given the reactants [C:1](=O)([O-])[O-].[Cs+].[Cs+].[OH:7][C:8]1[CH:13]=[CH:12][C:11]([O:14][CH3:15])=[CH:10][C:9]=1[C:16]([C:18]1[CH:23]=[CH:22][CH:21]=[CH:20][CH:19]=1)=[O:17].C[O:25][C:26](=[O:45])[CH2:27][CH2:28][C:29]1[CH:34]=[CH:33][C:32]([O:35][CH2:36][CH2:37][C@@H:38](OS(C)(=O)=O)[CH3:39])=[CH:31][CH:30]=1.[OH-].[Na+].Cl, predict the reaction product. The product is: [C:16]([C:9]1[CH:10]=[C:11]([O:14][CH3:15])[CH:12]=[CH:13][C:8]=1[O:7][CH:38]([CH3:39])[CH2:37][CH2:36][O:35][C:32]1[CH:33]=[CH:34][C:29]([CH2:28][CH2:27][C:26]([OH:25])=[O:45])=[C:30]([CH3:1])[CH:31]=1)(=[O:17])[C:18]1[CH:19]=[CH:20][CH:21]=[CH:22][CH:23]=1. (3) Given the reactants [Cl:1][C:2]1[CH:3]=[CH:4][CH:5]=[C:6]2[C:11]=1[N:10]=[C:9]([C:12]1[CH:17]=[C:16]([F:18])[CH:15]=[CH:14][C:13]=1[C:19]([F:22])([F:21])[F:20])[C:8]([CH2:23]O)=[CH:7]2.C(Cl)(Cl)[Cl:26].S(Cl)(Cl)=O, predict the reaction product. The product is: [ClH:1].[Cl:1][C:2]1[CH:3]=[CH:4][CH:5]=[C:6]2[C:11]=1[N:10]=[C:9]([C:12]1[CH:17]=[C:16]([F:18])[CH:15]=[CH:14][C:13]=1[C:19]([F:22])([F:21])[F:20])[C:8]([CH2:23][Cl:26])=[CH:7]2. (4) Given the reactants [NH2:1][CH2:2][CH:3]([OH:6])[CH2:4][CH3:5].[C:7](O[C:7]([O:9][C:10]([CH3:13])([CH3:12])[CH3:11])=[O:8])([O:9][C:10]([CH3:13])([CH3:12])[CH3:11])=[O:8], predict the reaction product. The product is: [OH:6][CH:3]([CH2:4][CH3:5])[CH2:2][NH:1][C:7](=[O:8])[O:9][C:10]([CH3:13])([CH3:12])[CH3:11]. (5) Given the reactants [Br:1][C:2]1[CH:7]=[C:6]([CH3:8])[C:5](N)=[C:4]([CH3:10])[CH:3]=1.Cl.N([O-])=O.[Na+].C(=O)(O)[O-].[Na+].[C-]#N.[K+].[Cu][C:25]#[N:26], predict the reaction product. The product is: [Br:1][C:2]1[CH:7]=[C:6]([CH3:8])[C:5]([C:25]#[N:26])=[C:4]([CH3:10])[CH:3]=1.